This data is from Peptide-MHC class II binding affinity with 134,281 pairs from IEDB. The task is: Regression. Given a peptide amino acid sequence and an MHC pseudo amino acid sequence, predict their binding affinity value. This is MHC class II binding data. (1) The peptide sequence is WDTRITEADLDDEQE. The MHC is DRB5_0101 with pseudo-sequence DRB5_0101. The binding affinity (normalized) is 0. (2) The peptide sequence is SSNPTILSEGNSFTA. The MHC is DRB1_1501 with pseudo-sequence DRB1_1501. The binding affinity (normalized) is 0.390.